The task is: Predict the reactants needed to synthesize the given product.. This data is from Full USPTO retrosynthesis dataset with 1.9M reactions from patents (1976-2016). (1) Given the product [Cl:1][C:2]1[CH:7]=[CH:6][CH:5]=[CH:4][C:3]=1[C@H:8]1[CH2:12][O:11][C:10](=[O:13])[N:9]1[C:14]1[CH:19]=[CH:18][N:17]2[N:20]=[CH:21][C:22]([C:23]3[CH:28]=[CH:27][C:26]([C:29]4[N:33]=[CH:32][NH:31][N:30]=4)=[C:25]([F:42])[CH:24]=3)=[C:16]2[N:15]=1, predict the reactants needed to synthesize it. The reactants are: [Cl:1][C:2]1[CH:7]=[CH:6][CH:5]=[CH:4][C:3]=1[C@H:8]1[CH2:12][O:11][C:10](=[O:13])[N:9]1[C:14]1[CH:19]=[CH:18][N:17]2[N:20]=[CH:21][C:22]([C:23]3[CH:28]=[CH:27][C:26]([C:29]4[N:33]=[CH:32][N:31](COCC[Si](C)(C)C)[N:30]=4)=[C:25]([F:42])[CH:24]=3)=[C:16]2[N:15]=1.C(O)(C(F)(F)F)=O. (2) Given the product [N:5]([C:4]1[CH:6]=[C:7]([S:10]([CH3:13])(=[O:12])=[O:11])[CH:8]=[CH:9][C:3]=1[O:2][CH3:1])=[C:28]=[S:29], predict the reactants needed to synthesize it. The reactants are: [CH3:1][O:2][C:3]1[CH:9]=[CH:8][C:7]([S:10]([CH3:13])(=[O:12])=[O:11])=[CH:6][C:4]=1[NH2:5].C(OC1C=CC(C(N)=O)=CC=1N=[C:28]=[S:29])(C)C. (3) The reactants are: [NH2:1][C:2]1[C:11]2[N:12]=[C:13]([CH2:22][CH3:23])[N:14]([CH2:15][CH:16]3[CH2:21][CH2:20][O:19][CH2:18][CH2:17]3)[C:10]=2[C:9]2[CH:8]=[CH:7][C:6]([CH:24]=[CH:25][C:26]#[N:27])=[CH:5][C:4]=2[N:3]=1.FC(F)(F)C(O)=O. Given the product [NH2:27][CH2:26][CH2:25][CH2:24][C:6]1[CH:7]=[CH:8][C:9]2[C:10]3[N:14]([CH2:15][CH:16]4[CH2:17][CH2:18][O:19][CH2:20][CH2:21]4)[C:13]([CH2:22][CH3:23])=[N:12][C:11]=3[C:2]([NH2:1])=[N:3][C:4]=2[CH:5]=1, predict the reactants needed to synthesize it.